Dataset: Reaction yield outcomes from USPTO patents with 853,638 reactions. Task: Predict the reaction yield, written as a fraction of the theoretical maximum amount of product (1.0 means a 100% yield; for example, 0.34 means a 34% yield). (1) The reactants are FC(F)(F)S(OS(C(F)(F)F)(=O)=O)(=O)=O.[F:16][C:17]([CH3:22])([CH2:20][OH:21])[CH2:18]O.N1C(C)=CC=CC=1C.[NH:31]1[C:39]2[C:34](=[CH:35][CH:36]=[CH:37][CH:38]=2)[C:33]([CH2:40][C@H:41]([NH2:43])[CH3:42])=[CH:32]1.CCN(C(C)C)C(C)C. The catalyst is C(Cl)Cl. The product is [NH:31]1[C:39]2[C:34](=[CH:35][CH:36]=[CH:37][CH:38]=2)[C:33]([CH2:40][C@H:41]([NH:43][CH2:18][C:17]([F:16])([CH3:22])[CH2:20][OH:21])[CH3:42])=[CH:32]1. The yield is 0.476. (2) The reactants are [CH3:1][C:2]1[C:6]([CH3:7])=[C:5]([NH:8][C:9](=[O:16])OCC(Cl)(Cl)Cl)[O:4][N:3]=1.[F:17][C:18]1[CH:19]=[C:20]([C:24]2[N:25]=[C:26](N3CCCCC3)[S:27][CH:28]=2)[CH:21]=[CH:22][CH:23]=1.C([N:38]([CH:41]([CH3:43])C)[CH2:39][CH3:40])(C)C.O.[CH3:45]S(C)=O. No catalyst specified. The product is [CH3:1][C:2]1[C:6]([CH3:7])=[C:5]([NH:8][C:9]([N:38]2[CH2:39][CH2:40][CH:45]([C:26]3[S:27][CH:28]=[C:24]([C:20]4[CH:21]=[CH:22][CH:23]=[C:18]([F:17])[CH:19]=4)[N:25]=3)[CH2:43][CH2:41]2)=[O:16])[O:4][N:3]=1. The yield is 0.415. (3) The reactants are [CH3:1][N:2]([N:4]=[N:5][C:6]1[CH:10]=[C:9]([C:11]2[CH:16]=[CH:15][CH:14]=[CH:13][CH:12]=2)[S:8][C:7]=1[C:17]([O:19]C)=[O:18])[CH3:3].[OH-].[Na+].Cl. The catalyst is CO.O. The product is [CH3:3][N:2]([N:4]=[N:5][C:6]1[CH:10]=[C:9]([C:11]2[CH:16]=[CH:15][CH:14]=[CH:13][CH:12]=2)[S:8][C:7]=1[C:17]([OH:19])=[O:18])[CH3:1]. The yield is 0.610. (4) No catalyst specified. The reactants are [Br-].[CH2:2]([N+:6]1[CH:10]=[CH:9][N:8]([CH2:11][CH:12]([CH3:14])[CH3:13])[CH:7]=1)[CH:3]([CH3:5])[CH3:4].[OH2:15]. The product is [OH-:15].[CH2:2]([N+:6]1[CH:10]=[CH:9][N:8]([CH2:11][CH:12]([CH3:14])[CH3:13])[CH:7]=1)[CH:3]([CH3:5])[CH3:4]. The yield is 0.890. (5) The reactants are [Br:1][C:2]1[C:3](F)=[C:4]2[C:10]([NH:11][C:12](=[O:15])[CH2:13][OH:14])=[CH:9][NH:8][C:5]2=[N:6][CH:7]=1.[NH:17]1[CH2:22][CH2:21][CH2:20][C@@H:19]([NH:23][C:24](=[O:30])[O:25][C:26]([CH3:29])([CH3:28])[CH3:27])[CH2:18]1.CCN(C(C)C)C(C)C.CC#N.O. The catalyst is CCCCO. The product is [Br:1][C:2]1[C:3]([N:17]2[CH2:22][CH2:21][CH2:20][C@@H:19]([NH:23][C:24](=[O:30])[O:25][C:26]([CH3:28])([CH3:27])[CH3:29])[CH2:18]2)=[C:4]2[C:10]([NH:11][C:12](=[O:15])[CH2:13][OH:14])=[CH:9][NH:8][C:5]2=[N:6][CH:7]=1. The yield is 0.680. (6) The reactants are [O:1]1[CH2:5][CH2:4][CH2:3][CH:2]1[C:6]([OH:8])=O.C(Cl)Cl.[N:12]1([C:18]([C@H:20]2[CH2:25][CH2:24][C@H:23]([CH2:26][N:27]3[C:36](=[O:37])[C:35]4[C:30](=[CH:31][CH:32]=[CH:33][CH:34]=4)[NH:29][C:28]3=[O:38])[CH2:22][CH2:21]2)=[O:19])[CH2:17][CH2:16][NH:15][CH2:14][CH2:13]1. No catalyst specified. The product is [O:1]1[CH2:5][CH2:4][CH2:3][CH:2]1[C:6]([N:15]1[CH2:16][CH2:17][N:12]([C:18]([CH:20]2[CH2:25][CH2:24][CH:23]([CH2:26][N:27]3[C:36](=[O:37])[C:35]4[C:30](=[CH:31][CH:32]=[CH:33][CH:34]=4)[NH:29][C:28]3=[O:38])[CH2:22][CH2:21]2)=[O:19])[CH2:13][CH2:14]1)=[O:8]. The yield is 0.550.